Dataset: Full USPTO retrosynthesis dataset with 1.9M reactions from patents (1976-2016). Task: Predict the reactants needed to synthesize the given product. (1) Given the product [NH2:1][C:2]1[N:3]=[CH:4][C:5]([C:29]#[C:28][C:24]2[CH:23]=[C:22]([NH:21][C:19]([NH:18][C:15]3[CH:14]=[C:13]([C:9]([CH3:12])([CH3:11])[CH3:10])[O:17][N:16]=3)=[O:20])[CH:27]=[CH:26][CH:25]=2)=[CH:6][CH:7]=1, predict the reactants needed to synthesize it. The reactants are: [NH2:1][C:2]1[CH:7]=[CH:6][C:5](I)=[CH:4][N:3]=1.[C:9]([C:13]1[O:17][N:16]=[C:15]([NH:18][C:19]([NH:21][C:22]2[CH:27]=[CH:26][CH:25]=[C:24]([C:28]#[CH:29])[CH:23]=2)=[O:20])[CH:14]=1)([CH3:12])([CH3:11])[CH3:10]. (2) The reactants are: C1([C@@H]([NH:9][C@@H:10]2[C@@H:15]([C:16]([O:18][CH2:19][CH3:20])=[O:17])[CH2:14][CH2:13][O:12][CH2:11]2)C)C=CC=CC=1. Given the product [NH2:9][C@@H:10]1[C@@H:15]([C:16]([O:18][CH2:19][CH3:20])=[O:17])[CH2:14][CH2:13][O:12][CH2:11]1, predict the reactants needed to synthesize it. (3) Given the product [Cl:21][C:10]1[CH:9]=[CH:8][N:7]=[C:6]2[CH:5]=[CH:4][S:3][C:11]=12, predict the reactants needed to synthesize it. The reactants are: N#N.[S:3]1[C:11]2[C:6](=[N:7][CH:8]=[CH:9][C:10]=2O)[CH:5]=[CH:4]1.CN(C)C=O.C(Cl)(=O)C([Cl:21])=O. (4) Given the product [Br:9][C:10]1[CH:11]=[C:12]([S:16]([NH:1][C:2]2[CH:7]=[CH:6][C:5]([CH3:8])=[CH:4][CH:3]=2)(=[O:18])=[O:17])[CH:13]=[CH:14][CH:15]=1, predict the reactants needed to synthesize it. The reactants are: [NH2:1][C:2]1[CH:7]=[CH:6][C:5]([CH3:8])=[CH:4][CH:3]=1.[Br:9][C:10]1[CH:11]=[C:12]([S:16](Cl)(=[O:18])=[O:17])[CH:13]=[CH:14][CH:15]=1.CCN(CC)CC.Cl. (5) Given the product [OH:10][C:11]1[CH:16]=[CH:15][C:14](/[CH:17]=[C:18]2\[C:19](=[O:42])[NH:20][C:21]3[CH:27]=[N:26][C:25]([NH:28][C:29]4[CH:34]=[CH:33][C:32]([N:35]5[CH2:40][CH2:39][N:38]([CH3:41])[CH2:37][CH2:36]5)=[CH:31][CH:30]=4)=[N:24][C:22]=3[S:23]\2)=[CH:13][CH:12]=1, predict the reactants needed to synthesize it. The reactants are: C(=O)([O-])[O-].[K+].[K+].C([O:10][C:11]1[CH:16]=[CH:15][C:14](/[CH:17]=[C:18]2\[C:19](=[O:42])[NH:20][C:21]3[CH:27]=[N:26][C:25]([NH:28][C:29]4[CH:34]=[CH:33][C:32]([N:35]5[CH2:40][CH2:39][N:38]([CH3:41])[CH2:37][CH2:36]5)=[CH:31][CH:30]=4)=[N:24][C:22]=3[S:23]\2)=[CH:13][CH:12]=1)(=O)C.